From a dataset of Catalyst prediction with 721,799 reactions and 888 catalyst types from USPTO. Predict which catalyst facilitates the given reaction. Reactant: ClC1C=CC=C(C(OO)=[O:9])C=1.[CH3:12][C:13]1[CH:22]=[C:21]2[C:16]([CH:17]=[CH:18][CH:19]=[N:20]2)=[CH:15][CH:14]=1. Product: [CH3:12][C:13]1[CH:22]=[C:21]2[C:16]([CH:17]=[CH:18][CH:19]=[N+:20]2[O-:9])=[CH:15][CH:14]=1. The catalyst class is: 13.